From a dataset of Forward reaction prediction with 1.9M reactions from USPTO patents (1976-2016). Predict the product of the given reaction. (1) Given the reactants [CH3:1][C:2]([S@:5]([NH2:7])=[O:6])([CH3:4])[CH3:3].[O:8]1[CH2:13][CH2:12][CH2:11][CH2:10][CH:9]1[N:14]1[C:18]2[CH:19]=[CH:20][C:21]([C:23](=O)[CH3:24])=[CH:22][C:17]=2[N:16]=[CH:15]1.CCC(C)[BH-](C(C)CC)C(C)CC.[Li+].CO, predict the reaction product. The product is: [CH3:1][C:2]([S@@:5]([NH:7][C@H:23]([C:21]1[CH:20]=[CH:19][C:18]2[N:14]([CH:9]3[CH2:10][CH2:11][CH2:12][CH2:13][O:8]3)[CH:15]=[N:16][C:17]=2[CH:22]=1)[CH3:24])=[O:6])([CH3:4])[CH3:3]. (2) Given the reactants [CH2:1]([N:8]1[CH2:13][CH2:12][CH:11]([C:14]([N:16]2[CH2:21][CH2:20][N:19]([C:22]([CH3:25])([CH3:24])[CH3:23])[CH2:18][CH2:17]2)=O)[CH2:10][CH2:9]1)[C:2]1[CH:7]=[CH:6][CH:5]=[CH:4][CH:3]=1.[H-].[H-].[H-].[H-].[Li+].[Al+3], predict the reaction product. The product is: [CH2:1]([N:8]1[CH2:13][CH2:12][CH:11]([CH2:14][N:16]2[CH2:21][CH2:20][N:19]([C:22]([CH3:25])([CH3:24])[CH3:23])[CH2:18][CH2:17]2)[CH2:10][CH2:9]1)[C:2]1[CH:7]=[CH:6][CH:5]=[CH:4][CH:3]=1. (3) The product is: [CH2:1]([C@H:3]1[C@@H:7]([C:8]2[N:12]3[C:13]4[CH:19]=[CH:18][NH:17][C:14]=4[N:15]=[CH:16][C:11]3=[N:10][N:9]=2)[CH2:6][C@@H:5]([NH:30][S:31]([CH:34]2[CH2:36][CH2:35]2)(=[O:33])=[O:32])[CH2:4]1)[CH3:2]. Given the reactants [CH2:1]([C@H:3]1[C@@H:7]([C:8]2[N:12]3[C:13]4[CH:19]=[CH:18][N:17](S(C5C=CC(C)=CC=5)(=O)=O)[C:14]=4[N:15]=[CH:16][C:11]3=[N:10][N:9]=2)[CH2:6][C@@H:5]([NH:30][S:31]([CH:34]2[CH2:36][CH2:35]2)(=[O:33])=[O:32])[CH2:4]1)[CH3:2].O1CCOCC1.[OH-].[Na+].CCOC(C)=O, predict the reaction product. (4) Given the reactants [Br:1][C:2]1[CH:7]=[CH:6][N:5]2[CH:8]=[C:9]([C:11]3[CH:16]=[CH:15][C:14]([OH:17])=[CH:13][CH:12]=3)[N:10]=[C:4]2[CH:3]=1.CC1C=CC(S(O[CH2:29][F:30])(=O)=O)=CC=1.C(=O)([O-])[O-].[Cs+].[Cs+].O, predict the reaction product. The product is: [Br:1][C:2]1[CH:7]=[CH:6][N:5]2[CH:8]=[C:9]([C:11]3[CH:12]=[CH:13][C:14]([O:17][CH2:29][F:30])=[CH:15][CH:16]=3)[N:10]=[C:4]2[CH:3]=1. (5) Given the reactants [CH:1]1([N:5]2[CH2:11][CH2:10][C:9]3[S:12][C:13]([CH:15]4[CH2:20][CH2:19][NH:18][CH2:17][CH2:16]4)=[N:14][C:8]=3[CH2:7][CH2:6]2)[CH2:4][CH2:3][CH2:2]1.[CH3:21][C:22]1[CH:26]=[C:25]([C:27](O)=[O:28])[O:24][N:23]=1, predict the reaction product. The product is: [CH:1]1([N:5]2[CH2:11][CH2:10][C:9]3[S:12][C:13]([CH:15]4[CH2:20][CH2:19][N:18]([C:27]([C:25]5[O:24][N:23]=[C:22]([CH3:21])[CH:26]=5)=[O:28])[CH2:17][CH2:16]4)=[N:14][C:8]=3[CH2:7][CH2:6]2)[CH2:2][CH2:3][CH2:4]1. (6) Given the reactants S(O)(O)(=O)=O.[NH:6]1[CH:10]=[CH:9][N:8]=[C:7]1[NH2:11].[F:12][C:13]1[CH:18]=[CH:17][C:16]([CH:19]([C:25](OCC)=[O:26])[C:20](OCC)=[O:21])=[CH:15][CH:14]=1.N12CCCN=C1CCCCC2.Cl, predict the reaction product. The product is: [F:12][C:13]1[CH:14]=[CH:15][C:16]([C:19]2[C:25]([OH:26])=[N:11][C:7]3[N:6]([CH:10]=[CH:9][N:8]=3)[C:20]=2[OH:21])=[CH:17][CH:18]=1. (7) Given the reactants Cl[C:2]1[CH:7]=[C:6]([O:8][C:9]2[CH:14]=[CH:13][C:12]([NH:15][C:16]3[CH:21]=[C:20]([C:22]4[CH:27]=[CH:26][CH:25]=[CH:24][CH:23]=4)[N:19]=[C:18]([NH2:28])[N:17]=3)=[CH:11][CH:10]=2)[CH:5]=[CH:4][N:3]=1.C([O-])([O-])=O.[K+].[K+].CC1(C)C(C)(C)OB(/[CH:43]=[CH:44]/[CH2:45][CH2:46][OH:47])O1, predict the reaction product. The product is: [NH2:28][C:18]1[N:17]=[C:16]([NH:15][C:12]2[CH:13]=[CH:14][C:9]([O:8][C:6]3[CH:5]=[CH:4][N:3]=[C:2](/[CH:43]=[CH:44]/[CH2:45][CH2:46][OH:47])[CH:7]=3)=[CH:10][CH:11]=2)[CH:21]=[C:20]([C:22]2[CH:27]=[CH:26][CH:25]=[CH:24][CH:23]=2)[N:19]=1.